This data is from Full USPTO retrosynthesis dataset with 1.9M reactions from patents (1976-2016). The task is: Predict the reactants needed to synthesize the given product. (1) Given the product [F:33][C:2]([F:1])([F:32])[C:3]1[CH:27]=[C:26]([C:28]([F:29])([F:31])[F:30])[CH:25]=[CH:24][C:4]=1[CH2:5][N:6]1[C:14]2[C:9](=[CH:10][C:11]([CH:15]=[C:16]3[S:20][C:19]([N:34]4[CH2:39][CH2:38][O:37][CH:36]([C:40]([OH:42])=[O:41])[CH2:35]4)=[N:18][C:17]3=[O:23])=[CH:12][CH:13]=2)[CH:8]=[N:7]1, predict the reactants needed to synthesize it. The reactants are: [F:1][C:2]([F:33])([F:32])[C:3]1[CH:27]=[C:26]([C:28]([F:31])([F:30])[F:29])[CH:25]=[CH:24][C:4]=1[CH2:5][N:6]1[C:14]2[C:9](=[CH:10][C:11]([CH:15]=[C:16]3[S:20][C:19](SC)=[N:18][C:17]3=[O:23])=[CH:12][CH:13]=2)[CH:8]=[N:7]1.[NH:34]1[CH2:39][CH2:38][O:37][CH:36]([C:40]([OH:42])=[O:41])[CH2:35]1. (2) Given the product [CH:15]([C:2]1[CH:11]=[CH:10][C:5]2[C:6](=[O:9])[O:7][CH2:8][C:4]=2[C:3]=1[CH2:12][CH2:13][OH:14])=[CH2:16], predict the reactants needed to synthesize it. The reactants are: Br[C:2]1[CH:11]=[CH:10][C:5]2[C:6](=[O:9])[O:7][CH2:8][C:4]=2[C:3]=1[CH2:12][CH2:13][OH:14].[CH2:15]([Sn](CCCC)(CCCC)C=C)[CH2:16]CC.[Li+].[Cl-].CCOC(C)=O.